Dataset: Forward reaction prediction with 1.9M reactions from USPTO patents (1976-2016). Task: Predict the product of the given reaction. (1) Given the reactants [F:1][C:2]1[CH:9]=[CH:8][C:7]([OH:10])=[CH:6][C:3]=1[CH:4]=O.[CH3:11][C:12]1[CH:17]=[C:16]([CH3:18])[CH:15]=[C:14]([CH3:19])[C:13]=1[CH:20]1[CH2:25][C:24](=O)[CH2:23][C:22](=[O:27])[CH2:21]1.C([O-])(=O)C.[NH4+].[CH2:33]([O:35][C:36](=[O:46])[CH2:37][C:38](=O)[CH2:39][O:40][C:41]([CH3:44])([CH3:43])[CH3:42])[CH3:34].F[B-](F)(F)F.C([N+:56]1C=CN(C)C=1)CCC, predict the reaction product. The product is: [CH2:33]([O:35][C:36]([C:37]1[CH:4]([C:3]2[CH:6]=[C:7]([OH:10])[CH:8]=[CH:9][C:2]=2[F:1])[C:23]2[C:22](=[O:27])[CH2:21][CH:20]([C:13]3[C:14]([CH3:19])=[CH:15][C:16]([CH3:18])=[CH:17][C:12]=3[CH3:11])[CH2:25][C:24]=2[NH:56][C:38]=1[CH2:39][O:40][C:41]([CH3:44])([CH3:43])[CH3:42])=[O:46])[CH3:34]. (2) Given the reactants C([O:3][C:4](=[O:32])[CH2:5][C@@H:6]([N:10]1[C:14]2[CH:15]=[C:16]([CH3:19])[CH:17]=[CH:18][C:13]=2[N:12]([CH2:20][C:21]2[C:22]3[C:29]([CH3:30])=[CH:28][CH:27]=[CH:26][C:23]=3[S:24][CH:25]=2)[C:11]1=[O:31])[CH2:7][CH2:8][CH3:9])C.[OH-].[Na+].Cl, predict the reaction product. The product is: [CH3:19][C:16]1[CH:17]=[CH:18][C:13]2[N:12]([CH2:20][C:21]3[C:22]4[C:29]([CH3:30])=[CH:28][CH:27]=[CH:26][C:23]=4[S:24][CH:25]=3)[C:11](=[O:31])[N:10]([C@@H:6]([CH2:7][CH2:8][C:9]3[CH:8]=[CH:7][CH:6]=[CH:5][CH:4]=3)[CH2:5][C:4]([OH:3])=[O:32])[C:14]=2[CH:15]=1. (3) Given the reactants I[C:2]1[CH:3]=[C:4]2[C:9](=[CH:10][CH:11]=1)[N:8]=[CH:7][N:6]=[C:5]2N1CCC2C(=CC(OC)=CC=2)C1.CC1(C)C(C)(C)OB(C2C=C3C=CN([Si](C(C)C)(C(C)C)C(C)C)C3=NC=2)O1.C(=O)([O-])O.[Na+], predict the reaction product. The product is: [N:8]1[C:9]2[C:4](=[CH:3][CH:2]=[CH:11][CH:10]=2)[CH:5]=[N:6][CH:7]=1.